Dataset: Catalyst prediction with 721,799 reactions and 888 catalyst types from USPTO. Task: Predict which catalyst facilitates the given reaction. (1) Reactant: C([O:5][C:6](=[O:18])[CH2:7][C:8]1([C:14]([O:16][CH3:17])=[O:15])[CH2:13][CH2:12][O:11][CH2:10][CH2:9]1)(C)(C)C.FC(F)(F)C(O)=O. Product: [CH3:17][O:16][C:14]([C:8]1([CH2:7][C:6]([OH:18])=[O:5])[CH2:9][CH2:10][O:11][CH2:12][CH2:13]1)=[O:15]. The catalyst class is: 4. (2) Reactant: [C:1]([C:3]1[CH:24]=[CH:23][C:6]([C:7]([N:9]([CH2:21][CH3:22])[C:10]2[C:11]([O:19][CH3:20])=[C:12]([CH:16]=[CH:17][CH:18]=2)[C:13](O)=[O:14])=[O:8])=[CH:5][CH:4]=1)#[N:2].C(Cl)(=O)C([Cl:28])=O. Product: [C:1]([C:3]1[CH:24]=[CH:23][C:6]([C:7]([N:9]([CH2:21][CH3:22])[C:10]2[C:11]([O:19][CH3:20])=[C:12]([CH:16]=[CH:17][CH:18]=2)[C:13]([Cl:28])=[O:14])=[O:8])=[CH:5][CH:4]=1)#[N:2]. The catalyst class is: 825. (3) Reactant: [C:1]([C:5]1[CH:12]=[CH:11][C:8]([CH:9]=O)=[CH:7][CH:6]=1)([CH3:4])([CH3:3])[CH3:2].[F:13][C:14]1[CH:15]=[C:16]([CH2:20][CH2:21][NH2:22])[CH:17]=[CH:18][CH:19]=1.[BH4-].[Na+]. Product: [C:1]([C:5]1[CH:12]=[CH:11][C:8]([CH2:9][NH:22][CH2:21][CH2:20][C:16]2[CH:17]=[CH:18][CH:19]=[C:14]([F:13])[CH:15]=2)=[CH:7][CH:6]=1)([CH3:4])([CH3:3])[CH3:2]. The catalyst class is: 240. (4) Reactant: [CH:1]([C:3]1[CH:4]=[CH:5][C:6]2[CH:10]=[C:9]([C:11]([O:13]C)=[O:12])[S:8][C:7]=2[CH:15]=1)=[CH2:2].O.[OH-].[Li+].Cl. Product: [CH:1]([C:3]1[CH:4]=[CH:5][C:6]2[CH:10]=[C:9]([C:11]([OH:13])=[O:12])[S:8][C:7]=2[CH:15]=1)=[CH2:2]. The catalyst class is: 72. (5) Reactant: [OH:1][C:2]1[CH:3]=[C:4]2[C:9](=[CH:10][CH:11]=1)[N:8]=[CH:7][C:6]([N+:12]([O-:14])=[O:13])=[CH:5]2.[N:15]1([CH2:20][CH2:21]O)[CH2:19][CH2:18][CH2:17][CH2:16]1.C1(P(C2C=CC=CC=2)C2C=CC=CC=2)C=CC=CC=1.N(C(OCC)=O)=NC(OCC)=O. Product: [N+:12]([C:6]1[CH:7]=[N:8][C:9]2[C:4]([CH:5]=1)=[CH:3][C:2]([O:1][CH2:21][CH2:20][N:15]1[CH2:19][CH2:18][CH2:17][CH2:16]1)=[CH:11][CH:10]=2)([O-:14])=[O:13]. The catalyst class is: 1. (6) Reactant: Cl.Cl.[N:3]1[CH:8]=[CH:7][CH:6]=[C:5]([C:9]2[CH:14]=[CH:13][N:12]=[C:11]([NH:15][C:16]3[CH:17]=[C:18]([CH:22]=[CH:23][C:24]=3[CH3:25])[C:19](Cl)=[O:20])[N:10]=2)[CH:4]=1.[F:26][C:27]([F:42])([F:41])[C:28]1[CH:29]=[C:30]([NH2:40])[CH:31]=[C:32]([N:34]2[CH:38]=[C:37]([CH3:39])[N:36]=[CH:35]2)[CH:33]=1. Product: [CH3:25][C:24]1[CH:23]=[CH:22][C:18]([C:19]([NH:40][C:30]2[CH:29]=[C:28]([C:27]([F:42])([F:41])[F:26])[CH:33]=[C:32]([N:34]3[CH:35]=[N:36][C:37]([CH3:39])=[CH:38]3)[CH:31]=2)=[O:20])=[CH:17][C:16]=1[NH:15][C:11]1[N:12]=[CH:13][CH:14]=[C:9]([C:5]2[CH:6]=[CH:7][CH:8]=[N:3][CH:4]=2)[N:10]=1. The catalyst class is: 4. (7) Reactant: C(OC(=O)[NH:7][C@H:8]([CH3:19])[C:9]([F:18])([F:17])[CH2:10][C:11]1[CH:16]=[CH:15][CH:14]=[CH:13][CH:12]=1)(C)(C)C.[F:21][C:22]([F:27])([F:26])[C:23]([OH:25])=[O:24]. Product: [F:21][C:22]([F:27])([F:26])[C:23]([OH:25])=[O:24].[F:17][C:9]([F:18])([CH2:10][C:11]1[CH:16]=[CH:15][CH:14]=[CH:13][CH:12]=1)[C@H:8]([NH2:7])[CH3:19]. The catalyst class is: 4.